From a dataset of Full USPTO retrosynthesis dataset with 1.9M reactions from patents (1976-2016). Predict the reactants needed to synthesize the given product. (1) Given the product [NH2:14][C:10]1[CH:9]=[C:8]([C:7]2[C:2]([CH3:1])=[CH:3][CH:4]=[C:5]([NH:17][C:18](=[O:29])[C:19]3[CH:24]=[CH:23][CH:22]=[C:21]([C:25]([F:26])([F:27])[F:28])[CH:20]=3)[CH:6]=2)[CH:13]=[CH:12][CH:11]=1, predict the reactants needed to synthesize it. The reactants are: [CH3:1][C:2]1[C:7]([C:8]2[CH:13]=[CH:12][CH:11]=[C:10]([N+:14]([O-])=O)[CH:9]=2)=[CH:6][C:5]([NH:17][C:18](=[O:29])[C:19]2[CH:24]=[CH:23][CH:22]=[C:21]([C:25]([F:28])([F:27])[F:26])[CH:20]=2)=[CH:4][CH:3]=1.C(O)C. (2) Given the product [CH3:1][O:2][C:3]1[CH:4]=[C:5]2[C:10](=[CH:11][C:12]=1[O:13][CH3:14])[N:9]=[CH:8][CH:7]=[C:6]2[N:15]1[CH2:21][C:20]2[CH:22]=[C:23]([C:26]3[CH:27]=[C:28]([NH2:33])[C:29]([NH2:32])=[N:30][CH:31]=3)[CH:24]=[CH:25][C:19]=2[O:18][CH2:17][CH2:16]1, predict the reactants needed to synthesize it. The reactants are: [CH3:1][O:2][C:3]1[CH:4]=[C:5]2[C:10](=[CH:11][C:12]=1[O:13][CH3:14])[N:9]=[CH:8][CH:7]=[C:6]2[N:15]1[CH2:21][C:20]2[CH:22]=[C:23]([C:26]3[CH:27]=[C:28]([N+:33]([O-])=O)[C:29]([NH2:32])=[N:30][CH:31]=3)[CH:24]=[CH:25][C:19]=2[O:18][CH2:17][CH2:16]1. (3) Given the product [F:16][C:6]1[C:5]2[O:4][CH2:3][CH:2]([NH:1][CH2:28][CH2:27][C:21]3[C:20]4[C:24](=[CH:25][CH:26]=[C:18]([F:17])[CH:19]=4)[NH:23][CH:22]=3)[CH2:11][C:10]=2[C:9]([C:12]([NH:14][CH3:15])=[O:13])=[CH:8][CH:7]=1, predict the reactants needed to synthesize it. The reactants are: [NH2:1][CH:2]1[CH2:11][C:10]2[C:9]([C:12]([NH:14][CH3:15])=[O:13])=[CH:8][CH:7]=[C:6]([F:16])[C:5]=2[O:4][CH2:3]1.[F:17][C:18]1[CH:19]=[C:20]2[C:24](=[CH:25][CH:26]=1)[NH:23][CH:22]=[C:21]2[CH2:27][CH:28]=O.C(O)(=O)C.C([BH3-])#N.[Na+]. (4) Given the product [C@@H:1]1([N:9]2[CH:16]=[CH:15][C:13]([NH2:14])=[N:12][C:10]2=[O:11])[O:8][C@H:5]([CH2:6][OH:7])[C@@H:3]([OH:4])[CH2:2]1.[CH3:17][C:15]1[C:13]([NH2:14])=[N:12][C:10](=[O:11])[N:9]([CH:16]=1)[C@@H:1]1[O:8][C@H:5]([CH2:6][OH:7])[C@@H:3]([OH:4])[CH2:2]1, predict the reactants needed to synthesize it. The reactants are: [C@@H:1]1([N:9]2[CH:16]=[CH:15][C:13]([NH2:14])=[N:12][C:10]2=[O:11])[O:8][C@H:5]([CH2:6][OH:7])[C@@H:3]([OH:4])[CH2:2]1.[CH3:17]O.